This data is from Reaction yield outcomes from USPTO patents with 853,638 reactions. The task is: Predict the reaction yield, written as a fraction of the theoretical maximum amount of product (1.0 means a 100% yield; for example, 0.34 means a 34% yield). (1) The catalyst is CCO. The reactants are [Br:1][C:2]1[C:3](Cl)=[N:4][C:5]([Cl:8])=[N:6][CH:7]=1.[CH3:10][C:11]1[NH:15][N:14]=[C:13]([NH2:16])[CH:12]=1.C(N(CC)CC)C. The product is [Br:1][C:2]1[C:3]([NH:16][C:13]2[CH:12]=[C:11]([CH3:10])[NH:15][N:14]=2)=[N:4][C:5]([Cl:8])=[N:6][CH:7]=1. The yield is 0.780. (2) The reactants are [CH3:1][O:2][C:3]1[N:4]=[C:5]2[C:10](=[CH:11][CH:12]=1)[N:9]=[CH:8][CH:7]=[C:6]2O.P(Br)(Br)[Br:15].O.C([O-])([O-])=O.[Na+].[Na+]. The catalyst is CN(C=O)C. The product is [Br:15][C:6]1[CH:7]=[CH:8][N:9]=[C:10]2[C:5]=1[N:4]=[C:3]([O:2][CH3:1])[CH:12]=[CH:11]2. The yield is 0.900. (3) The reactants are [Cl:1][C:2]1[CH:3]=[C:4]([NH:16][C:17]2[C:26]3[C:21](=[CH:22][C:23]([O:44][CH2:45][CH3:46])=[C:24]([NH:27][C:28](=[O:43])/[CH:29]=[CH:30]/[C@@H:31]4[CH2:35][CH2:34][CH2:33][N:32]4C(OC(C)(C)C)=O)[CH:25]=3)[N:20]=[CH:19][C:18]=2[C:47]#[N:48])[CH:5]=[CH:6][C:7]=1[O:8][CH2:9][C:10]1[CH:15]=[CH:14][CH:13]=[CH:12][N:11]=1. The catalyst is Cl.O1CCOCC1. The product is [Cl:1][C:2]1[CH:3]=[C:4]([NH:16][C:17]2[C:26]3[C:21](=[CH:22][C:23]([O:44][CH2:45][CH3:46])=[C:24]([NH:27][C:28](=[O:43])/[CH:29]=[CH:30]/[C@@H:31]4[CH2:35][CH2:34][CH2:33][NH:32]4)[CH:25]=3)[N:20]=[CH:19][C:18]=2[C:47]#[N:48])[CH:5]=[CH:6][C:7]=1[O:8][CH2:9][C:10]1[CH:15]=[CH:14][CH:13]=[CH:12][N:11]=1. The yield is 0.146. (4) The reactants are C(OC([N:8]1[CH2:13][CH2:12][N:11]([CH2:14][C:15]#[C:16][C:17]2[CH:22]=[CH:21][CH:20]=[C:19]([Cl:23])[CH:18]=2)[CH2:10][CH2:9]1)=O)(C)(C)C.FC(F)(F)C(O)=O.O.C(=O)(O)[O-].[Na+]. The catalyst is ClCCl. The product is [Cl:23][C:19]1[CH:18]=[C:17]([C:16]#[C:15][CH2:14][N:11]2[CH2:10][CH2:9][NH:8][CH2:13][CH2:12]2)[CH:22]=[CH:21][CH:20]=1. The yield is 1.00. (5) The reactants are [Br:1][C:2]1[CH:3]=[C:4]([S:8]([C:11]2[N:15]([C:16]3[C:17]([F:22])=[N:18][CH:19]=[CH:20][CH:21]=3)[N:14]=[C:13]([C:23](OCC)=[O:24])[CH:12]=2)(=[O:10])=[O:9])[CH:5]=[CH:6][CH:7]=1.[H-].C([Al+]CC(C)C)C(C)C.Cl. The catalyst is O1CCCC1.C1(C)C=CC=CC=1. The product is [Br:1][C:2]1[CH:3]=[C:4]([S:8]([C:11]2[N:15]([C:16]3[C:17]([F:22])=[N:18][CH:19]=[CH:20][CH:21]=3)[N:14]=[C:13]([CH2:23][OH:24])[CH:12]=2)(=[O:9])=[O:10])[CH:5]=[CH:6][CH:7]=1. The yield is 0.880. (6) The reactants are [Cl:1][C:2]1[CH:7]=[CH:6][C:5](OB(O)O)=[CH:4][CH:3]=1.[N+:12]([C:15]1[CH:23]=[CH:22][C:18]([C:19](Cl)=[O:20])=[CH:17][CH:16]=1)([O-:14])=[O:13].O.P([O-])([O-])([O-])=O.[K+].[K+].[K+].C1(C)C=CC=CC=1. The catalyst is Cl[Pd](Cl)([P](C1C=CC=CC=1)(C1C=CC=CC=1)C1C=CC=CC=1)[P](C1C=CC=CC=1)(C1C=CC=CC=1)C1C=CC=CC=1.C(OCC)(=O)C.O. The product is [Cl:1][C:2]1[CH:7]=[CH:6][C:5]([C:19]([C:18]2[CH:17]=[CH:16][C:15]([N+:12]([O-:14])=[O:13])=[CH:23][CH:22]=2)=[O:20])=[CH:4][CH:3]=1. The yield is 0.700.